This data is from Reaction yield outcomes from USPTO patents with 853,638 reactions. The task is: Predict the reaction yield, written as a fraction of the theoretical maximum amount of product (1.0 means a 100% yield; for example, 0.34 means a 34% yield). (1) The reactants are [OH:1][B:2]1[CH2:7][CH:6]=[CH:5][CH:4]([CH2:8][C:9]([O:11][C:12]([CH3:15])([CH3:14])[CH3:13])=[O:10])[O:3]1. The catalyst is CCOC(C)=O.[Pd]. The product is [OH:1][B:2]1[CH2:7][CH2:6][CH2:5][CH:4]([CH2:8][C:9]([O:11][C:12]([CH3:15])([CH3:14])[CH3:13])=[O:10])[O:3]1. The yield is 0.948. (2) The product is [CH2:1]([C:3]1[N:7]([C:8]2[N:16]=[C:15]3[C:11]([N:12]=[C:13]([CH2:18][N:39]4[CH2:40][CH2:41][N:36]([CH:33]5[CH2:34][CH2:35][O:30][CH2:31][CH2:32]5)[CH2:37][CH2:38]4)[N:14]3[CH3:17])=[C:10]([N:20]3[CH2:25][CH2:24][O:23][CH2:22][CH2:21]3)[N:9]=2)[C:6]2[CH:26]=[CH:27][CH:28]=[CH:29][C:5]=2[N:4]=1)[CH3:2]. The catalyst is ClCCCl. The yield is 0.870. The reactants are [CH2:1]([C:3]1[N:7]([C:8]2[N:16]=[C:15]3[C:11]([N:12]=[C:13]([CH:18]=O)[N:14]3[CH3:17])=[C:10]([N:20]3[CH2:25][CH2:24][O:23][CH2:22][CH2:21]3)[N:9]=2)[C:6]2[CH:26]=[CH:27][CH:28]=[CH:29][C:5]=2[N:4]=1)[CH3:2].[O:30]1[CH2:35][CH2:34][CH:33]([N:36]2[CH2:41][CH2:40][NH:39][CH2:38][CH2:37]2)[CH2:32][CH2:31]1.C(O[BH-](OC(=O)C)OC(=O)C)(=O)C.[Na+]. (3) The reactants are [C:1]([O:5][C:6]([N:8]1[CH2:13][CH2:12][NH:11][CH2:10][CH2:9]1)=[O:7])([CH3:4])([CH3:3])[CH3:2].[C:14](=O)([O-])[O-].[K+].[K+].[CH3:20][O:21][C:22](=[O:35])[CH:23](Br)[C:24]1[CH:29]=[CH:28][CH:27]=[C:26]([C:30]([F:33])([F:32])[F:31])[CH:25]=1. The catalyst is CN(C)C=O. The product is [C:1]([O:5][C:6]([N:8]1[CH2:13][CH2:12][N:11]([CH:23]([C:22]([O:21][CH2:20][CH3:14])=[O:35])[C:24]2[CH:29]=[CH:28][CH:27]=[C:26]([C:30]([F:33])([F:32])[F:31])[CH:25]=2)[CH2:10][CH2:9]1)=[O:7])([CH3:4])([CH3:2])[CH3:3]. The yield is 0.740.